This data is from NCI-60 drug combinations with 297,098 pairs across 59 cell lines. The task is: Regression. Given two drug SMILES strings and cell line genomic features, predict the synergy score measuring deviation from expected non-interaction effect. (1) Drug 1: C1=CC(=CC=C1CC(C(=O)O)N)N(CCCl)CCCl.Cl. Drug 2: CCC1(C2=C(COC1=O)C(=O)N3CC4=CC5=C(C=CC(=C5CN(C)C)O)N=C4C3=C2)O.Cl. Synergy scores: CSS=13.4, Synergy_ZIP=-5.63, Synergy_Bliss=-4.44, Synergy_Loewe=-12.8, Synergy_HSA=-3.72. Cell line: UO-31. (2) Drug 1: CCC1=CC2CC(C3=C(CN(C2)C1)C4=CC=CC=C4N3)(C5=C(C=C6C(=C5)C78CCN9C7C(C=CC9)(C(C(C8N6C)(C(=O)OC)O)OC(=O)C)CC)OC)C(=O)OC.C(C(C(=O)O)O)(C(=O)O)O. Drug 2: CC1CCC2CC(C(=CC=CC=CC(CC(C(=O)C(C(C(=CC(C(=O)CC(OC(=O)C3CCCCN3C(=O)C(=O)C1(O2)O)C(C)CC4CCC(C(C4)OC)OCCO)C)C)O)OC)C)C)C)OC. Cell line: HCT-15. Synergy scores: CSS=23.4, Synergy_ZIP=-8.62, Synergy_Bliss=1.08, Synergy_Loewe=0.647, Synergy_HSA=3.13. (3) Drug 1: CC(C)NC(=O)C1=CC=C(C=C1)CNNC.Cl. Drug 2: CC12CCC3C(C1CCC2OP(=O)(O)O)CCC4=C3C=CC(=C4)OC(=O)N(CCCl)CCCl.[Na+]. Cell line: NCI-H226. Synergy scores: CSS=6.35, Synergy_ZIP=-1.25, Synergy_Bliss=0.729, Synergy_Loewe=-1.75, Synergy_HSA=-1.29. (4) Drug 1: CS(=O)(=O)C1=CC(=C(C=C1)C(=O)NC2=CC(=C(C=C2)Cl)C3=CC=CC=N3)Cl. Drug 2: CC1=C(N=C(N=C1N)C(CC(=O)N)NCC(C(=O)N)N)C(=O)NC(C(C2=CN=CN2)OC3C(C(C(C(O3)CO)O)O)OC4C(C(C(C(O4)CO)O)OC(=O)N)O)C(=O)NC(C)C(C(C)C(=O)NC(C(C)O)C(=O)NCCC5=NC(=CS5)C6=NC(=CS6)C(=O)NCCC[S+](C)C)O. Cell line: COLO 205. Synergy scores: CSS=-9.94, Synergy_ZIP=-0.292, Synergy_Bliss=-11.8, Synergy_Loewe=-19.5, Synergy_HSA=-17.8. (5) Drug 1: C1=CC(=C2C(=C1NCCNCCO)C(=O)C3=C(C=CC(=C3C2=O)O)O)NCCNCCO. Drug 2: CC1=C(C=C(C=C1)NC(=O)C2=CC=C(C=C2)CN3CCN(CC3)C)NC4=NC=CC(=N4)C5=CN=CC=C5. Cell line: SF-295. Synergy scores: CSS=68.8, Synergy_ZIP=16.2, Synergy_Bliss=14.3, Synergy_Loewe=-28.3, Synergy_HSA=13.4. (6) Drug 1: CC1C(C(CC(O1)OC2CC(OC(C2O)C)OC3=CC4=CC5=C(C(=O)C(C(C5)C(C(=O)C(C(C)O)O)OC)OC6CC(C(C(O6)C)O)OC7CC(C(C(O7)C)O)OC8CC(C(C(O8)C)O)(C)O)C(=C4C(=C3C)O)O)O)O. Drug 2: C1CN(P(=O)(OC1)NCCCl)CCCl. Cell line: EKVX. Synergy scores: CSS=44.7, Synergy_ZIP=-1.40, Synergy_Bliss=-2.54, Synergy_Loewe=-42.3, Synergy_HSA=-1.72. (7) Drug 1: CC12CCC(CC1=CCC3C2CCC4(C3CC=C4C5=CN=CC=C5)C)O. Drug 2: CC1CCC2CC(C(=CC=CC=CC(CC(C(=O)C(C(C(=CC(C(=O)CC(OC(=O)C3CCCCN3C(=O)C(=O)C1(O2)O)C(C)CC4CCC(C(C4)OC)OCCO)C)C)O)OC)C)C)C)OC. Cell line: CCRF-CEM. Synergy scores: CSS=34.3, Synergy_ZIP=-1.06, Synergy_Bliss=3.19, Synergy_Loewe=-14.3, Synergy_HSA=4.99. (8) Drug 1: CC1=C(C=C(C=C1)NC2=NC=CC(=N2)N(C)C3=CC4=NN(C(=C4C=C3)C)C)S(=O)(=O)N.Cl. Drug 2: CC(CN1CC(=O)NC(=O)C1)N2CC(=O)NC(=O)C2. Cell line: ACHN. Synergy scores: CSS=45.0, Synergy_ZIP=0.762, Synergy_Bliss=1.98, Synergy_Loewe=4.62, Synergy_HSA=5.62.